From a dataset of Full USPTO retrosynthesis dataset with 1.9M reactions from patents (1976-2016). Predict the reactants needed to synthesize the given product. (1) Given the product [CH3:31][C:13]1[C:12]2[N-:16][C:15](=[CH:17][C:18]3[C:19]([CH3:28])=[C:20]([CH:26]=[CH2:27])[C:21](=[CH:23][C:24]4[N-:25][C:4]([CH:5]=[C:6]5[N:10]=[C:9]([CH:11]=2)[C:8]([CH3:32])=[C:7]5[CH2:33][CH2:34][C:35]([OH:37])=[O:36])=[C:3]([CH2:38][CH2:39][C:40]([O-:42])=[O:41])[C:2]=4[CH3:1])[N:22]=3)[C:14]=1[CH:29]=[CH2:30].[CH3:31][C:13]1[C:12]2[N-:16][C:15](=[CH:17][C:18]3[C:19]([CH3:28])=[C:20]([CH:26]=[CH2:27])[C:21](=[CH:23][C:24]4[N-:25][C:4]([CH:5]=[C:6]5[N:10]=[C:9]([CH:11]=2)[C:8]([CH3:32])=[C:7]5[CH2:33][CH2:34][C:35]([O-:37])=[O:36])=[C:3]([CH2:38][CH2:39][C:40]([OH:42])=[O:41])[C:2]=4[CH3:1])[N:22]=3)[C:14]=1[CH:29]=[CH2:30].[Fe:44].[Fe:44], predict the reactants needed to synthesize it. The reactants are: [CH3:1][C:2]1[C:24]2[N-:25][C:4](=[CH:5][C:6]3[N-:10][C:9]([CH:11]=[C:12]4[N:16]=[C:15]([CH:17]=[C:18]5[N:22]=[C:21]([CH:23]=2)[C:20]([CH:26]=[CH2:27])=[C:19]5[CH3:28])[C:14]([CH:29]=[CH2:30])=[C:13]4[CH3:31])=[C:8]([CH3:32])[C:7]=3[CH2:33][CH2:34][C:35]([OH:37])=[O:36])[C:3]=1[CH2:38][CH2:39][C:40]([OH:42])=[O:41].[Cl-].[Fe+3:44].C(O)(=O)C. (2) The reactants are: [I:1]N1C(=O)CCC1=O.[Br:9][C:10]1[CH:11]=[C:12]2[C:16](=[CH:17][CH:18]=1)[NH:15][CH:14]=[C:13]2[C:19]1[CH:24]=[CH:23][N:22]=[C:21]([NH2:25])[N:20]=1. Given the product [Br:9][C:10]1[CH:11]=[C:12]2[C:16](=[CH:17][CH:18]=1)[NH:15][CH:14]=[C:13]2[C:19]1[C:24]([I:1])=[CH:23][N:22]=[C:21]([NH2:25])[N:20]=1, predict the reactants needed to synthesize it. (3) Given the product [Cl:1][C:2]1[C:23]([Cl:24])=[CH:22][C:5]2[N:6]([CH2:14][O:15][CH2:16][CH2:17][Si:18]([CH3:19])([CH3:21])[CH3:20])[C:7]([CH2:9][CH2:10][CH2:11][CH2:12][NH:25][CH2:26][C@@H:27]3[C@H:31]4[O:32][C:33]([CH3:35])([CH3:36])[O:34][C@H:30]4[C@H:29]([N:37]4[C:41]5[N:42]=[CH:43][N:44]=[C:45]([NH:46][CH:47]6[CH2:49][CH2:48]6)[C:40]=5[CH:39]=[CH:38]4)[CH2:28]3)=[N:8][C:4]=2[CH:3]=1, predict the reactants needed to synthesize it. The reactants are: [Cl:1][C:2]1[C:23]([Cl:24])=[CH:22][C:5]2[N:6]([CH2:14][O:15][CH2:16][CH2:17][Si:18]([CH3:21])([CH3:20])[CH3:19])[C:7]([CH2:9][CH2:10][CH2:11][CH:12]=O)=[N:8][C:4]=2[CH:3]=1.[NH2:25][CH2:26][C@@H:27]1[C@H:31]2[O:32][C:33]([CH3:36])([CH3:35])[O:34][C@H:30]2[C@H:29]([N:37]2[C:41]3[N:42]=[CH:43][N:44]=[C:45]([NH:46][CH:47]4[CH2:49][CH2:48]4)[C:40]=3[CH:39]=[CH:38]2)[CH2:28]1.C(O[BH-](OC(=O)C)OC(=O)C)(=O)C.[Na+]. (4) Given the product [Cl:1][C:2]1[C:3]([CH3:18])=[C:4]([NH:10][C@H:11]([C@H:15]([OH:17])[CH3:16])[C:12]([NH:29][NH:28][C:26](=[O:27])[C:25]2[CH:24]=[CH:23][C:22]([N+:19]([O-:21])=[O:20])=[CH:31][CH:30]=2)=[O:14])[CH:5]=[CH:6][C:7]=1[C:8]#[N:9], predict the reactants needed to synthesize it. The reactants are: [Cl:1][C:2]1[C:3]([CH3:18])=[C:4]([NH:10][C@H:11]([C@H:15]([OH:17])[CH3:16])[C:12]([OH:14])=O)[CH:5]=[CH:6][C:7]=1[C:8]#[N:9].[N+:19]([C:22]1[CH:31]=[CH:30][C:25]([C:26]([NH:28][NH2:29])=[O:27])=[CH:24][CH:23]=1)([O-:21])=[O:20].O.ON1C2C=CC=CC=2N=N1.Cl.CN(C)CCCN=C=NCC.C(N(CC)CC)C. (5) Given the product [CH2:1]([NH:3][C:4](=[O:46])[NH:5][C:6]1[C:10]2[CH:11]=[N:12][C:13]([NH:15][C:16]([NH:18][C@@H:19]([C:21]3[CH:26]=[CH:25][CH:24]=[CH:23][CH:22]=3)[CH3:20])=[O:17])=[CH:14][C:9]=2[NH:8][N:7]=1)[CH3:2], predict the reactants needed to synthesize it. The reactants are: [CH2:1]([NH:3][C:4](=[O:46])[NH:5][C:6]1[C:10]2[CH:11]=[N:12][C:13]([NH:15][C:16]([NH:18][C@@H:19]([C:21]3[CH:26]=[CH:25][CH:24]=[CH:23][CH:22]=3)[CH3:20])=[O:17])=[CH:14][C:9]=2[N:8](C(C2C=CC=CC=2)(C2C=CC=CC=2)C2C=CC=CC=2)[N:7]=1)[CH3:2].C([SiH](CC)CC)C. (6) Given the product [CH3:15][O:14][C:11]1[CH:10]=[C:5]2[C:4](=[CH:13][CH:12]=1)[C:3](=[O:16])[O:8][C:6]2=[O:7], predict the reactants needed to synthesize it. The reactants are: CO[C:3](=[O:16])[C:4]1[C:5](=[CH:10][C:11]([O:14][CH3:15])=[CH:12][CH:13]=1)[C:6]([O:8]C)=[O:7].[OH-].[Na+].Cl. (7) Given the product [CH:29]1([C:15]2[CH:14]=[C:13]3[C:8]([C:9](=[O:36])[CH2:10][C:11]([CH3:34])([CH3:35])[O:12]3)=[C:7]([C:43]3[CH:44]=[CH:45][C:40]([F:39])=[CH:41][CH:42]=3)[C:16]=2[C:17](=[O:28])[C:18]2[CH:19]=[CH:20][C:21]([C:24]([F:26])([F:27])[F:25])=[CH:22][CH:23]=2)[CH2:30][CH2:31][CH2:32][CH2:33]1, predict the reactants needed to synthesize it. The reactants are: FC(F)(F)S(O[C:7]1[C:16]([C:17](=[O:28])[C:18]2[CH:23]=[CH:22][C:21]([C:24]([F:27])([F:26])[F:25])=[CH:20][CH:19]=2)=[C:15]([CH:29]2[CH2:33][CH2:32][CH2:31][CH2:30]2)[CH:14]=[C:13]2[C:8]=1[C:9](=[O:36])[CH2:10][C:11]([CH3:35])([CH3:34])[O:12]2)(=O)=O.[F:39][C:40]1[CH:45]=[CH:44][C:43](B(O)O)=[CH:42][CH:41]=1.P([O-])([O-])([O-])=O.[K+].[K+].[K+]. (8) Given the product [Cl:38][C:29]1[C:28]([O:39][CH3:40])=[N:27][C:26]([O:41][CH3:42])=[C:25]([Cl:24])[C:30]=1[C:31]1[C:32](=[O:34])[N:22]([CH3:23])[C:3]2[N:4]=[C:5]([NH:8][C:9]3[CH:10]=[CH:11][C:12]([C:15]([N:17]([CH2:18][CH3:19])[CH2:20][CH3:21])=[O:16])=[CH:13][CH:14]=3)[N:6]=[CH:7][C:2]=2[N:1]=1, predict the reactants needed to synthesize it. The reactants are: [NH2:1][C:2]1[C:3]([NH:22][CH3:23])=[N:4][C:5]([NH:8][C:9]2[CH:14]=[CH:13][C:12]([C:15]([N:17]([CH2:20][CH3:21])[CH2:18][CH3:19])=[O:16])=[CH:11][CH:10]=2)=[N:6][CH:7]=1.[Cl:24][C:25]1[C:26]([O:41][CH3:42])=[N:27][C:28]([O:39][CH3:40])=[C:29]([Cl:38])[C:30]=1[C:31](=O)[C:32]([O:34]CC)=O.CC(O)=O. (9) The reactants are: Cl.[F:2][C:3]1[CH:8]=[CH:7][C:6]([CH:9]2[CH2:14][CH2:13][N:12](C(OC(C)(C)C)=O)[CH2:11][CH:10]2/[CH:22]=[CH:23]/[C:24]2[CH:33]=[CH:32][C:31]3[C:26](=[CH:27][CH:28]=[CH:29][CH:30]=3)[CH:25]=2)=[CH:5][CH:4]=1. Given the product [F:2][C:3]1[CH:4]=[CH:5][C:6]([CH:9]2[CH2:14][CH2:13][NH:12][CH2:11][CH:10]2/[CH:22]=[CH:23]/[C:24]2[CH:33]=[CH:32][C:31]3[C:26](=[CH:27][CH:28]=[CH:29][CH:30]=3)[CH:25]=2)=[CH:7][CH:8]=1, predict the reactants needed to synthesize it.